Dataset: Catalyst prediction with 721,799 reactions and 888 catalyst types from USPTO. Task: Predict which catalyst facilitates the given reaction. (1) Reactant: [N:1]1[CH:6]=[C:5]([C:7]2[CH:8]=[C:9]([CH:13]=[CH:14][CH:15]=2)[C:10]([OH:12])=O)[CH:4]=[N:3][CH:2]=1.O=S(Cl)Cl.[F:20][C:21]([F:31])([F:30])[S:22][C:23]1[CH:29]=[CH:28][C:26]([NH2:27])=[CH:25][CH:24]=1. Product: [N:3]1[CH:4]=[C:5]([C:7]2[CH:8]=[C:9]([CH:13]=[CH:14][CH:15]=2)[C:10]([NH:27][C:26]2[CH:28]=[CH:29][C:23]([S:22][C:21]([F:31])([F:20])[F:30])=[CH:24][CH:25]=2)=[O:12])[CH:6]=[N:1][CH:2]=1. The catalyst class is: 2. (2) Reactant: [Cl:1][C:2]1[CH:7]=[CH:6][C:5]([CH:8]([CH2:12][CH:13]2[CH2:17][CH2:16][CH2:15][CH2:14]2)[C:9]([OH:11])=O)=[CH:4][CH:3]=1.C(Cl)(=O)C(Cl)=O.[CH2:24]([O:26][C:27](=[O:35])[CH2:28][C:29]1[N:30]=[C:31]([NH2:34])[S:32][CH:33]=1)[CH3:25].C(N(CC)C(C)C)(C)C. Product: [CH2:24]([O:26][C:27](=[O:35])[CH2:28][C:29]1[N:30]=[C:31]([NH:34][C:9](=[O:11])[CH:8]([C:5]2[CH:4]=[CH:3][C:2]([Cl:1])=[CH:7][CH:6]=2)[CH2:12][CH:13]2[CH2:17][CH2:16][CH2:15][CH2:14]2)[S:32][CH:33]=1)[CH3:25]. The catalyst class is: 306. (3) Reactant: [CH2:1]([N:8]1[CH:12]=[CH:11][N:10]=[C:9]1[N+:13]([O-])=O)[C:2]1[CH:7]=[CH:6][CH:5]=[CH:4][CH:3]=1. Product: [CH2:1]([N:8]1[CH:12]=[CH:11][N:10]=[C:9]1[NH2:13])[C:2]1[CH:3]=[CH:4][CH:5]=[CH:6][CH:7]=1. The catalyst class is: 227. (4) Reactant: Br[C:2]1[CH:7]=[CH:6][C:5]([C:8]([OH:17])([C:13]([F:16])([F:15])[F:14])[C:9]([F:12])([F:11])[F:10])=[CH:4][CH:3]=1.[CH2:18]([C@@H:25]1[NH:30][CH2:29][CH2:28][N:27]([S:31]([C:34]2[S:35][CH:36]=[CH:37][CH:38]=2)(=[O:33])=[O:32])[CH2:26]1)[C:19]1[CH:24]=[CH:23][CH:22]=[CH:21][CH:20]=1.CC(C)([O-])C.[Na+].C1(P(C2CCCCC2)C2C=CC=CC=2C2C(OC(C)C)=CC=CC=2OC(C)C)CCCCC1. Product: [CH2:18]([C@H:25]1[CH2:26][N:27]([S:31]([C:34]2[S:35][CH:36]=[CH:37][CH:38]=2)(=[O:32])=[O:33])[CH2:28][CH2:29][N:30]1[C:2]1[CH:7]=[CH:6][C:5]([C:8]([OH:17])([C:13]([F:16])([F:15])[F:14])[C:9]([F:12])([F:11])[F:10])=[CH:4][CH:3]=1)[C:19]1[CH:20]=[CH:21][CH:22]=[CH:23][CH:24]=1. The catalyst class is: 187. (5) Reactant: [CH3:1][C:2]1([CH3:11])[CH2:7][CH2:6][C:5](=[O:8])[CH2:4][C@@H:3]1[CH:9]=[O:10].[O:12]=[Cr](=O)=O.S(=O)(=O)(O)O.[OH-].[Na+]. Product: [CH3:1][C:2]1([CH3:11])[CH2:7][CH2:6][C:5](=[O:8])[CH2:4][C@@H:3]1[C:9]([OH:12])=[O:10]. The catalyst class is: 28. (6) Reactant: [F:1][C:2]1[CH:7]=[CH:6][C:5]([N:8]2[C:12]([C:13]3[CH:14]=[CH:15][C:16]4[N:17]([CH:19]=[C:20]([NH:22]C(=O)C)[N:21]=4)[N:18]=3)=[C:11]([C:26]3[CH:31]=[CH:30][C:29]([F:32])=[CH:28][CH:27]=3)[N:10]=[CH:9]2)=[CH:4][CH:3]=1.Cl.O1CCOCC1. Product: [F:1][C:2]1[CH:7]=[CH:6][C:5]([N:8]2[C:12]([C:13]3[CH:14]=[CH:15][C:16]4[N:17]([CH:19]=[C:20]([NH2:22])[N:21]=4)[N:18]=3)=[C:11]([C:26]3[CH:31]=[CH:30][C:29]([F:32])=[CH:28][CH:27]=3)[N:10]=[CH:9]2)=[CH:4][CH:3]=1. The catalyst class is: 5. (7) Reactant: CO[C:3]([C:5]1[O:6][CH:7]=[CH:8][CH:9]=1)=[O:4].[CH3:10][O:11][C:12]1[CH:17]=[CH:16][CH:15]=[CH:14][C:13]=1[Mg]Br.[C:20](=[O:23])(O)[O-].[Na+].Cl. Product: [O:6]1[CH:7]=[CH:8][CH:9]=[C:5]1[C:3]([C:12]1[CH:17]=[CH:16][CH:15]=[CH:14][C:13]=1[O:23][CH3:20])([C:13]1[CH:14]=[CH:15][CH:16]=[CH:17][C:12]=1[O:11][CH3:10])[OH:4]. The catalyst class is: 1. (8) Product: [Br-:20].[Cl:43][C:24]1[CH:23]=[C:22]([CH:42]=[CH:41][C:25]=1[O:26][C:27]1[CH:34]=[CH:33][CH:32]=[C:31]([C:35]2[CH:40]=[CH:39][N:38]=[CH:37][N:36]=2)[C:28]=1[C:29]#[N:30])[CH2:21][P+:7]([C:1]1[CH:2]=[CH:3][CH:4]=[CH:5][CH:6]=1)([C:8]1[CH:13]=[CH:12][CH:11]=[CH:10][CH:9]=1)[C:14]1[CH:15]=[CH:16][CH:17]=[CH:18][CH:19]=1. Reactant: [C:1]1([P:7]([C:14]2[CH:19]=[CH:18][CH:17]=[CH:16][CH:15]=2)[C:8]2[CH:13]=[CH:12][CH:11]=[CH:10][CH:9]=2)[CH:6]=[CH:5][CH:4]=[CH:3][CH:2]=1.[Br:20][CH2:21][C:22]1[CH:42]=[CH:41][C:25]([O:26][C:27]2[CH:34]=[CH:33][CH:32]=[C:31]([C:35]3[CH:40]=[CH:39][N:38]=[CH:37][N:36]=3)[C:28]=2[C:29]#[N:30])=[C:24]([Cl:43])[CH:23]=1. The catalyst class is: 11. (9) Reactant: [CH3:1][O:2][C:3]1[C:8]([N+:9]([O-:11])=[O:10])=[CH:7][N:6]=[C:5]([CH:12]=[CH2:13])[N:4]=1.O=[O+][O-].[OH2:17].[OH-].[Li+].O.C1[CH2:25][O:24][CH2:23][CH2:22]1. Product: [CH2:23]([O:24][C:25](=[O:17])/[CH:13]=[CH:12]/[C:5]1[N:4]=[C:3]([O:2][CH3:1])[C:8]([N+:9]([O-:11])=[O:10])=[CH:7][N:6]=1)[CH3:22]. The catalyst class is: 124. (10) Reactant: C([O:3][C:4]([C@@H:6]1[CH2:8][C@H:7]1[C:9]1[CH:10]=[C:11]([C:15]2[CH:20]=[CH:19][C:18]([Cl:21])=[CH:17][CH:16]=2)[CH:12]=[CH:13][CH:14]=1)=[O:5])C.[OH-].[K+].O. Product: [Cl:21][C:18]1[CH:17]=[CH:16][C:15]([C:11]2[CH:12]=[CH:13][CH:14]=[C:9]([C@@H:7]3[CH2:8][C@H:6]3[C:4]([OH:5])=[O:3])[CH:10]=2)=[CH:20][CH:19]=1. The catalyst class is: 5.